This data is from Full USPTO retrosynthesis dataset with 1.9M reactions from patents (1976-2016). The task is: Predict the reactants needed to synthesize the given product. (1) The reactants are: [CH2:1]([N:3]([CH2:11][C:12]1[CH:21]=[CH:20][C:15]([C:16]([O:18]C)=O)=[CH:14][CH:13]=1)[C:4]([O:6][C:7]([CH3:10])([CH3:9])[CH3:8])=[O:5])[CH3:2].Cl.Cl.[Cl:24][C:25]1[N:30]=[C:29]2[N:31]([CH2:34][C:35]3[N:36]=[C:37]([CH2:40][CH2:41][CH3:42])[S:38][CH:39]=3)[N:32]=[CH:33][C:28]2=[C:27]([N:43]2[CH2:48][CH2:47][NH:46][CH2:45][CH2:44]2)[N:26]=1. Given the product [Cl:24][C:25]1[N:30]=[C:29]2[N:31]([CH2:34][C:35]3[N:36]=[C:37]([CH2:40][CH2:41][CH3:42])[S:38][CH:39]=3)[N:32]=[CH:33][C:28]2=[C:27]([N:43]2[CH2:48][CH2:47][N:46]([C:16](=[O:18])[C:15]3[CH:14]=[CH:13][C:12]([CH2:11][N:3]([CH2:1][CH3:2])[C:4]([O:6][C:7]([CH3:8])([CH3:9])[CH3:10])=[O:5])=[CH:21][CH:20]=3)[CH2:45][CH2:44]2)[N:26]=1, predict the reactants needed to synthesize it. (2) Given the product [CH3:6][O:5][C:3]([CH:2]1[CH2:7][O:1][C:8](=[O:9])[O:10]1)=[O:4], predict the reactants needed to synthesize it. The reactants are: [O:1]1[CH2:7][CH:2]1[C:3]([O:5][CH3:6])=[O:4].[C:8](=[O:10])=[O:9]. (3) Given the product [O:11]1[CH2:16][CH2:15][N:14]([CH2:17][CH2:18][O:19][C:20]2[CH:27]=[CH:26][C:23]([CH:24]3[N:1]([C:2]4[CH:10]=[CH:9][C:5]5[N:6]=[CH:7][NH:8][C:4]=5[CH:3]=4)[C:39](=[O:40])[NH:34][CH2:35]3)=[CH:22][CH:21]=2)[CH2:13][CH2:12]1, predict the reactants needed to synthesize it. The reactants are: [NH2:1][C:2]1[CH:10]=[CH:9][C:5]2[N:6]=[CH:7][NH:8][C:4]=2[CH:3]=1.[O:11]1[CH2:16][CH2:15][N:14]([CH2:17][CH2:18][O:19][C:20]2[CH:27]=[CH:26][C:23]([CH:24]=O)=[CH:22][CH:21]=2)[CH2:13][CH2:12]1.[Si](C#N)(C)(C)C.[N:34]1([C:39](N2C=CN=C2)=[O:40])C=CN=[CH:35]1.